From a dataset of Catalyst prediction with 721,799 reactions and 888 catalyst types from USPTO. Predict which catalyst facilitates the given reaction. (1) Reactant: Cl[C:2]([O:4][CH2:5][C:6]1[CH:11]=[CH:10][CH:9]=[CH:8][CH:7]=1)=[O:3].CC[N:14]([CH:18]([CH3:20])[CH3:19])C(C)C.[OH-:21].[Na+]. Product: [OH:21][CH:10]1[CH2:11][C:19]2[C:18]([NH:14][C:2](=[O:3])[O:4][CH2:5][C:6]3[CH:11]=[CH:10][CH:9]=[CH:8][CH:7]=3)=[CH:20][CH:5]=[CH:6][C:7]=2[CH2:8][CH2:9]1. The catalyst class is: 2. (2) Reactant: [CH:1]1([C:7]([NH:9][C:10]2[CH:11]=[CH:12][C:13]([CH3:25])=[C:14]([C:16]3[CH:21]=[CH:20][C:19]([C:22](O)=[O:23])=[CH:18][CH:17]=3)[CH:15]=2)=[O:8])[CH2:6][CH2:5][CH2:4][CH2:3][CH2:2]1.[O:26]=[S:27]1(=[O:42])[CH2:32][CH2:31][N:30]([CH2:33][CH2:34][C:35]2[CH:40]=[CH:39][C:38]([NH2:41])=[CH:37][CH:36]=2)[CH2:29][CH2:28]1.CCN=C=NCCCN(C)C.C1C=CC2N(O)N=NC=2C=1.CN1CCOCC1. Product: [O:42]=[S:27]1(=[O:26])[CH2:28][CH2:29][N:30]([CH2:33][CH2:34][C:35]2[CH:40]=[CH:39][C:38]([NH:41][C:22]([C:19]3[CH:20]=[CH:21][C:16]([C:14]4[CH:15]=[C:10]([NH:9][C:7]([CH:1]5[CH2:6][CH2:5][CH2:4][CH2:3][CH2:2]5)=[O:8])[CH:11]=[CH:12][C:13]=4[CH3:25])=[CH:17][CH:18]=3)=[O:23])=[CH:37][CH:36]=2)[CH2:31][CH2:32]1. The catalyst class is: 18. (3) Reactant: [H-].[Na+].[CH3:3][N:4]([CH3:9])[CH2:5][C@@H:6]([OH:8])[CH3:7].[Cl:10][C:11]1[CH:12]=[C:13]([CH:26]=[CH:27][C:28]=1[O:29][CH2:30][C:31]1[CH:36]=[CH:35][CH:34]=[CH:33][N:32]=1)[NH:14][C:15]1[C:24]2[C:19](=[CH:20][CH:21]=[CH:22][C:23]=2F)[N:18]=[CH:17][N:16]=1.CC(N(C)C)=O. Product: [Cl:10][C:11]1[CH:12]=[C:13]([NH:14][C:15]2[C:24]3[C:19](=[CH:20][CH:21]=[CH:22][C:23]=3[O:8][C@@H:6]([CH3:7])[CH2:5][N:4]([CH3:9])[CH3:3])[N:18]=[CH:17][N:16]=2)[CH:26]=[CH:27][C:28]=1[O:29][CH2:30][C:31]1[CH:36]=[CH:35][CH:34]=[CH:33][N:32]=1. The catalyst class is: 12. (4) Reactant: I[C:2]1[C:10]2[C:5](=[CH:6][N:7]=[C:8](/[N:11]=[CH:12]/N(C)C)[CH:9]=2)[N:4]([CH3:16])[CH:3]=1.[CH:17]1([C:22]([N:24]2[CH2:29][CH2:28][C:27](B3OC(C)(C)C(C)(C)O3)=[CH:26][CH2:25]2)=[O:23])[CH2:21][CH2:20][CH2:19][CH2:18]1.C([O-])([O-])=[O:40].[K+].[K+]. Product: [CH:17]1([C:22]([N:24]2[CH2:25][CH:26]=[C:27]([C:2]3[C:10]4[C:5](=[CH:6][N:7]=[C:8]([NH:11][CH:12]=[O:40])[CH:9]=4)[N:4]([CH3:16])[CH:3]=3)[CH2:28][CH2:29]2)=[O:23])[CH2:21][CH2:20][CH2:19][CH2:18]1. The catalyst class is: 18.